This data is from Full USPTO retrosynthesis dataset with 1.9M reactions from patents (1976-2016). The task is: Predict the reactants needed to synthesize the given product. (1) Given the product [C:34]([N:31]1[CH2:32][CH2:33][C@@H:29]([NH:28][C:26]([C:22]2[C:18]3[N:19]=[CH:20][N:21]=[C:16]([C:8]4[C:9]5[O:13][CH2:12][O:11][C:10]=5[CH:14]=[CH:15][C:7]=4[O:6][CH2:5][CH:2]4[CH2:4][CH2:3]4)[C:17]=3[NH:24][C:23]=2[CH3:25])=[O:27])[CH2:30]1)(=[O:36])[CH3:35], predict the reactants needed to synthesize it. The reactants are: Cl.[CH:2]1([CH2:5][O:6][C:7]2[CH:15]=[CH:14][C:10]3[O:11][CH2:12][O:13][C:9]=3[C:8]=2[C:16]2[C:17]3[NH:24][C:23]([CH3:25])=[C:22]([C:26]([NH:28][C@@H:29]4[CH2:33][CH2:32][NH:31][CH2:30]4)=[O:27])[C:18]=3[N:19]=[CH:20][N:21]=2)[CH2:4][CH2:3]1.[C:34](Cl)(=[O:36])[CH3:35]. (2) Given the product [CH3:1][O:2][C:3](=[O:16])[C:4]1[CH:5]=[C:6]([Cl:15])[CH:7]=[C:8]([N:10]([CH2:24][C:25](=[O:26])[NH2:27])[S:11]([CH3:14])(=[O:13])=[O:12])[CH:9]=1, predict the reactants needed to synthesize it. The reactants are: [CH3:1][O:2][C:3](=[O:16])[C:4]1[CH:9]=[C:8]([NH:10][S:11]([CH3:14])(=[O:13])=[O:12])[CH:7]=[C:6]([Cl:15])[CH:5]=1.C(=O)([O-])[O-].[Cs+].[Cs+].I[CH2:24][C:25]([NH2:27])=[O:26]. (3) Given the product [N+:1]([C:4]1[CH:5]=[CH:6][C:7]([C:8]([O:10][CH:15]=[CH:14][C:13]([O:17][CH3:18])=[O:16])=[O:9])=[CH:11][CH:12]=1)([O-:3])=[O:2], predict the reactants needed to synthesize it. The reactants are: [N+:1]([C:4]1[CH:12]=[CH:11][C:7]([C:8]([OH:10])=[O:9])=[CH:6][CH:5]=1)([O-:3])=[O:2].[C:13]([O:17][CH3:18])(=[O:16])[C:14]#[CH:15]. (4) Given the product [N+:15]([C:18]1[CH:23]=[CH:22][C:21]([O:24][CH2:26][CH2:25][CH2:30][NH:8][C:9](=[O:10])[O:11][C:12]([CH3:13])([CH3:14])[CH3:44])=[CH:20][CH:19]=1)([O-:17])=[O:16], predict the reactants needed to synthesize it. The reactants are: [CH3:13][CH:12]([O:11][C:9](/[N:8]=[N:8]/[C:9]([O:11][CH:12]([CH3:14])[CH3:13])=[O:10])=[O:10])[CH3:14].[N+:15]([C:18]1[CH:23]=[CH:22][C:21]([OH:24])=[CH:20][CH:19]=1)([O-:17])=[O:16].[CH:25]1[CH:30]=CC(P(C2C=CC=CC=2)C2C=CC=CC=2)=C[CH:26]=1.[CH2:44]1COCC1. (5) Given the product [Cl:1][C:2]1[CH:7]=[CH:6][C:5]([S:8]([N:11]2[CH:16]3[CH2:17][CH2:18][CH2:19][CH:12]2[C:13]2[CH:21]=[N:28][CH:27]=[N:29][C:14]=2[CH2:15]3)(=[O:10])=[O:9])=[CH:4][CH:3]=1, predict the reactants needed to synthesize it. The reactants are: [Cl:1][C:2]1[CH:7]=[CH:6][C:5]([S:8]([N:11]2[CH:16]3[CH2:17][CH2:18][CH2:19][CH:12]2[C:13](=[CH:21]O)[C:14](=O)[CH2:15]3)(=[O:10])=[O:9])=[CH:4][CH:3]=1.C(O)(=O)C.[CH:27]([NH2:29])=[NH:28].